This data is from Forward reaction prediction with 1.9M reactions from USPTO patents (1976-2016). The task is: Predict the product of the given reaction. (1) Given the reactants [N:1]1([C:9]2[CH:10]=[N:11][CH:12]=[C:13]([CH:16]=2)[C:14]#[N:15])[CH2:5][CH2:4][C@H:3]2[CH2:6][NH:7][CH2:8][C@@H:2]12.[C:17]([OH:24])(=[O:23])/[CH:18]=[CH:19]/[C:20]([OH:22])=[O:21], predict the reaction product. The product is: [C:17]([OH:24])(=[O:23])/[CH:18]=[CH:19]/[C:20]([OH:22])=[O:21].[N:1]1([C:9]2[CH:10]=[N:11][CH:12]=[C:13]([CH:16]=2)[C:14]#[N:15])[CH2:5][CH2:4][C@H:3]2[CH2:6][NH:7][CH2:8][C@@H:2]12. (2) Given the reactants [Br:1][C:2]1[C:3]([SH:8])=[N:4][CH:5]=[CH:6][CH:7]=1.Br[CH2:10][CH2:11][CH2:12][Cl:13].C([O-])([O-])=O.[K+].[K+], predict the reaction product. The product is: [Br:1][C:2]1[C:3]([S:8][CH2:10][CH2:11][CH2:12][Cl:13])=[N:4][CH:5]=[CH:6][CH:7]=1. (3) The product is: [NH2:1][C:2]1[C:3]([OH:17])=[C:4]([S:9]([N:12]([CH2:13][CH3:14])[O:15][CH3:16])(=[O:10])=[O:11])[CH:5]=[CH:6][CH:7]=1. Given the reactants [NH2:1][C:2]1[C:3]([OH:17])=[C:4]([S:9]([N:12]([O:15][CH3:16])[CH2:13][CH3:14])(=[O:11])=[O:10])[C:5](Cl)=[CH:6][CH:7]=1, predict the reaction product. (4) Given the reactants Cl[C:2]1[N:7]=[CH:6][N:5]=[C:4]([NH:8][C:9]2[S:13][CH:12]=[N:11][C:10]=2[C:14]([O:16][CH2:17][CH3:18])=[O:15])[N:3]=1.[C:19]([C:21]1[CH:41]=[C:40](B2OC(C)(C)C(C)(C)O2)[CH:39]=[CH:38][C:22]=1[O:23][C@H:24]1[CH2:29][CH2:28][N:27]([C:30]([O:32][C:33]([CH3:36])([CH3:35])[CH3:34])=[O:31])[CH2:26][C@H:25]1[F:37])#[N:20].C(=O)([O-])[O-].[Na+].[Na+], predict the reaction product. The product is: [C:33]([O:32][C:30]([N:27]1[CH2:28][CH2:29][C@H:24]([O:23][C:22]2[CH:38]=[CH:39][C:40]([C:2]3[N:7]=[CH:6][N:5]=[C:4]([NH:8][C:9]4[S:13][CH:12]=[N:11][C:10]=4[C:14]([O:16][CH2:17][CH3:18])=[O:15])[N:3]=3)=[CH:41][C:21]=2[C:19]#[N:20])[C@H:25]([F:37])[CH2:26]1)=[O:31])([CH3:36])([CH3:34])[CH3:35]. (5) Given the reactants [CH:1]([N:4]1[CH2:9][CH2:8][N:7]([C:10]2[N:15]=[CH:14][C:13]([C:16]3[CH:23]=[CH:22][C:19]([C:20]#[N:21])=[CH:18][CH:17]=3)=[CH:12][CH:11]=2)[CH2:6][CH2:5]1)([CH3:3])[CH3:2].C(O)C.Cl.[NH2:28][OH:29].C(=O)([O-])[O-].[K+].[K+], predict the reaction product. The product is: [OH:29][NH:28][C:20](=[NH:21])[C:19]1[CH:18]=[CH:17][C:16]([C:13]2[CH:14]=[N:15][C:10]([N:7]3[CH2:8][CH2:9][N:4]([CH:1]([CH3:2])[CH3:3])[CH2:5][CH2:6]3)=[CH:11][CH:12]=2)=[CH:23][CH:22]=1. (6) Given the reactants [CH3:1][N:2]1[C:6]([C:7]2[C:12]([F:13])=[CH:11][N:10]=[C:9]([NH2:14])[N:8]=2)=[CH:5][N:4]=[C:3]1[CH3:15].[Cl:16][C:17]1[C:18]([C:24]([N:26]2[CH2:31][CH2:30][N:29]([CH3:32])[CH2:28][CH2:27]2)=[O:25])=[N:19][CH:20]=[C:21](Cl)[CH:22]=1, predict the reaction product. The product is: [Cl:16][C:17]1[CH:22]=[C:21]([NH:14][C:9]2[N:8]=[C:7]([C:6]3[N:2]([CH3:1])[C:3]([CH3:15])=[N:4][CH:5]=3)[C:12]([F:13])=[CH:11][N:10]=2)[CH:20]=[N:19][C:18]=1[C:24]([N:26]1[CH2:27][CH2:28][N:29]([CH3:32])[CH2:30][CH2:31]1)=[O:25].